This data is from Forward reaction prediction with 1.9M reactions from USPTO patents (1976-2016). The task is: Predict the product of the given reaction. (1) Given the reactants [Br:1][CH2:2][C:3]([C:5]1[C:14]2[C:9](=[C:10]([F:17])[CH:11]=[C:12]([O:15][CH3:16])[CH:13]=2)[N:8]=[CH:7][CH:6]=1)=[O:4].B(Cl)([C@@H]1[C@@H](C)[C@@H]2C(C)(C)[C@@H](C2)C1)[C@@H]1[C@@H](C)[C@@H]2C(C)(C)[C@@H](C2)C1.N(CCO)CCO, predict the reaction product. The product is: [Br:1][CH2:2][C@@H:3]([C:5]1[C:14]2[C:9](=[C:10]([F:17])[CH:11]=[C:12]([O:15][CH3:16])[CH:13]=2)[N:8]=[CH:7][CH:6]=1)[OH:4]. (2) Given the reactants Br[C:2]1[CH:3]=[C:4]([C:9]2[N:10]=[C:11]([C:15]3[CH:20]=[CH:19][C:18]([F:21])=[CH:17][C:16]=3[F:22])[N:12]=[N:13][CH:14]=2)[CH:5]=[CH:6][C:7]=1[F:8].[F:23][C:24]1[C:29]([C:30]#[N:31])=[C:28](B2OC(C)(C)C(C)(C)O2)[CH:27]=[CH:26][CH:25]=1, predict the reaction product. The product is: [F:23][C:24]1[CH:25]=[CH:26][CH:27]=[C:28]([C:2]2[CH:3]=[C:4]([C:9]3[N:10]=[C:11]([C:15]4[CH:20]=[CH:19][C:18]([F:21])=[CH:17][C:16]=4[F:22])[N:12]=[N:13][CH:14]=3)[CH:5]=[CH:6][C:7]=2[F:8])[C:29]=1[C:30]#[N:31]. (3) The product is: [N+:8]([C:5]1[CH:6]=[CH:7][C:2]2[NH:1][C:20](=[O:21])[CH2:19][O:11][C:3]=2[CH:4]=1)([O-:10])=[O:9]. Given the reactants [NH2:1][C:2]1[CH:7]=[CH:6][C:5]([N+:8]([O-:10])=[O:9])=[CH:4][C:3]=1[OH:11].C([O-])([O-])=O.[K+].[K+].Cl[CH2:19][C:20](Cl)=[O:21].CCOC(C)=O, predict the reaction product. (4) Given the reactants [CH2:1]([C:5]1[C:6]([CH3:14])=[C:7]([C:11]([OH:13])=O)[S:8][C:9]=1[CH3:10])[CH:2]([CH3:4])[CH3:3].[OH:15][C:16]1[C:25]([CH2:26][CH3:27])=[CH:24][C:19]([C:20]([NH:22]O)=[NH:21])=[CH:18][C:17]=1[CH2:28][CH3:29], predict the reaction product. The product is: [CH2:28]([C:17]1[CH:18]=[C:19]([C:20]2[N:22]=[C:11]([C:7]3[S:8][C:9]([CH3:10])=[C:5]([CH2:1][CH:2]([CH3:3])[CH3:4])[C:6]=3[CH3:14])[O:13][N:21]=2)[CH:24]=[C:25]([CH2:26][CH3:27])[C:16]=1[OH:15])[CH3:29]. (5) Given the reactants [CH3:1][O:2][C:3]1[CH:8]=[C:7]([I:9])[CH:6]=[C:5]([O:10][CH3:11])[C:4]=1[OH:12].C(=O)([O-])[O-].[K+].[K+].[CH:19](I)([CH3:21])[CH3:20], predict the reaction product. The product is: [CH3:11][O:10][C:5]1[CH:6]=[C:7]([I:9])[CH:8]=[C:3]([O:2][CH3:1])[C:4]=1[O:12][CH:19]([CH3:21])[CH3:20]. (6) Given the reactants [Cl:1][C:2]1[C:3]([CH:12]([CH2:15][CH3:16])[CH2:13][NH2:14])=[N:4][CH:5]=[C:6]([C:8]([F:11])([F:10])[F:9])[CH:7]=1.[F:17][C:18]([F:29])([F:28])[C:19]1[CH:27]=[CH:26][CH:25]=[CH:24][C:20]=1[C:21](O)=[O:22].O.[Cl-].COC1N=C(OC)N=C([N+]2(C)CCOCC2)N=1, predict the reaction product. The product is: [Cl:1][C:2]1[C:3]([CH:12]([CH2:15][CH3:16])[CH2:13][NH:14][C:21](=[O:22])[C:20]2[CH:24]=[CH:25][CH:26]=[CH:27][C:19]=2[C:18]([F:17])([F:28])[F:29])=[N:4][CH:5]=[C:6]([C:8]([F:11])([F:9])[F:10])[CH:7]=1. (7) Given the reactants [OH:1][C:2]1[CH:3]=[C:4]([CH:11]=[CH:12][C:13]=1[OH:14])[CH2:5][C@@H:6]([C:8]([OH:10])=[O:9])[NH2:7], predict the reaction product. The product is: [CH2:5]1[C:4]2[C:11](=[CH:12][C:13]([C:2]([CH:3]=2)=[O:1])=[O:14])[NH:7][CH:6]1[C:8]([OH:10])=[O:9].